This data is from Reaction yield outcomes from USPTO patents with 853,638 reactions. The task is: Predict the reaction yield, written as a fraction of the theoretical maximum amount of product (1.0 means a 100% yield; for example, 0.34 means a 34% yield). (1) The reactants are C[O:2][C:3]([C@@H:5]1[CH2:9][CH2:8][C@@H:7]([C:10]#[C:11][Si](C)(C)C)[NH:6]1)=[O:4].O[Li].O.[Cl:19][CH2:20][C:21](Cl)=[O:22]. The catalyst is O1CCCC1. The product is [Cl:19][CH2:20][C:21]([N:6]1[C@H:7]([C:10]#[CH:11])[CH2:8][CH2:9][C@H:5]1[C:3]([OH:2])=[O:4])=[O:22]. The yield is 0.860. (2) The reactants are N[C@H](C(O)=O)CS.C1(=O)NC(=O)C=C1.[OH:15][C:16]([CH2:18][CH2:19][CH2:20][CH2:21][C@H:22]1[C@@H:30]2[C@@H:25]([NH:26][C:27]([NH:29]2)=[O:28])[CH2:24][S:23]1)=[O:17]. No catalyst specified. The product is [OH:17][C:16]([CH2:18][CH2:19][CH2:20][CH2:21][C@H:22]1[C@@H:30]2[C@@H:25]([NH:26][C:27]([NH:29]2)=[O:28])[CH2:24][S:23]1)=[O:15]. The yield is 1.00. (3) The reactants are Br[C:2]1[CH:7]=[C:6]([C:8]([CH3:11])([CH3:10])[CH3:9])[CH:5]=[C:4]([C:12]([CH3:15])([CH3:14])[CH3:13])[C:3]=1[OH:16].C([Li])CCC.[F:22][C:23]([F:30])([F:29])[C:24](OCC)=[O:25]. The catalyst is C(OCC)C. The product is [F:22][C:23]([F:30])([F:29])[C:24]([C:2]1[CH:7]=[C:6]([C:8]([CH3:11])([CH3:10])[CH3:9])[CH:5]=[C:4]([C:12]([CH3:15])([CH3:14])[CH3:13])[C:3]=1[OH:16])=[O:25]. The yield is 0.780. (4) The reactants are C1CO[C:8]2[CH:7]=[CH:6][C:5]([NH:11][C:12]3[C:17]([F:18])=[CH:16][N:15]=[C:14]([NH:19][C:20]4[CH:25]=[CH:24][CH:23]=[C:22](O)C=4)[N:13]=3)=[CH:4][C:3]=2[O:2]1.N1C=CC(N)=NC=1.[CH3:34][C:35]1[O:36]C(C)=CC=1CN. No catalyst specified. The product is [CH3:34][C:35]1[O:36][C:23]([CH3:22])=[CH:24][C:25]=1[CH2:20][NH:19][C:14]1[N:13]=[C:12]([NH:11][C:5]2[CH:6]=[CH:7][CH:8]=[C:3]([OH:2])[CH:4]=2)[C:17]([F:18])=[CH:16][N:15]=1. The yield is 0.590. (5) The reactants are Br[C:2]1[N:6]([CH3:7])[CH:5]=[N:4][C:3]=1[C:8]1[CH:13]=[C:12]([C:14]#[N:15])[CH:11]=[CH:10][N:9]=1.[OH:16][C:17]1[CH:18]=[C:19](B(O)O)[CH:20]=[CH:21][C:22]=1[CH3:23].C([O-])([O-])=O.[Na+].[Na+]. The catalyst is O1CCOCC1.C1C=CC(P(C2C=CC=CC=2)[C-]2C=CC=C2)=CC=1.C1C=CC(P(C2C=CC=CC=2)[C-]2C=CC=C2)=CC=1.Cl[Pd]Cl.[Fe+2]. The product is [OH:16][C:17]1[CH:18]=[C:19]([C:2]2[N:6]([CH3:7])[CH:5]=[N:4][C:3]=2[C:8]2[CH:13]=[C:12]([C:14]#[N:15])[CH:11]=[CH:10][N:9]=2)[CH:20]=[CH:21][C:22]=1[CH3:23]. The yield is 0.690. (6) The reactants are Cl[Si](C)(C)C.[F:6][C:7]1[CH:12]=[CH:11][C:10]([C:13](=[O:31])[CH2:14][CH2:15][CH2:16][C:17]([N:19]2[C@@H:23]([C:24]3[CH:29]=[CH:28][CH:27]=[CH:26][CH:25]=3)[CH2:22][O:21][C:20]2=[O:30])=[O:18])=[CH:9][CH:8]=1.[CH2:32](O)[CH2:33][OH:34].C(=O)([O-])O.[Na+]. The product is [F:6][C:7]1[CH:12]=[CH:11][C:10]([C:13]2([CH2:14][CH2:15][CH2:16][C:17]([N:19]3[C@@H:23]([C:24]4[CH:25]=[CH:26][CH:27]=[CH:28][CH:29]=4)[CH2:22][O:21][C:20]3=[O:30])=[O:18])[O:34][CH2:33][CH2:32][O:31]2)=[CH:9][CH:8]=1. The yield is 0.950. The catalyst is C1(C)C=CC=CC=1. (7) The reactants are [NH2:1][C@H:2]1[CH2:7][CH2:6][C@H:5]([OH:8])[CH2:4][CH2:3]1.C(=O)([O-])[O-].[K+].[K+].C(N1[C:24](=[O:25])[C:23]2=[CH:26][CH:27]=[CH:28][CH:29]=[C:22]2[C:21]1=[O:30])(OCC)=O. The catalyst is O. The product is [OH:8][C@H:5]1[CH2:6][CH2:7][C@H:2]([N:1]2[C:24](=[O:25])[C:23]3[C:22](=[CH:29][CH:28]=[CH:27][CH:26]=3)[C:21]2=[O:30])[CH2:3][CH2:4]1. The yield is 0.710.